From a dataset of Full USPTO retrosynthesis dataset with 1.9M reactions from patents (1976-2016). Predict the reactants needed to synthesize the given product. (1) The reactants are: Cl.[Cl:2][C:3]1[CH:4]=[C:5]2[C:10](=[C:11]([Cl:13])[CH:12]=1)[CH2:9][N:8]([CH3:14])[CH2:7][CH:6]2[C:15]1[CH:20]=[CH:19][C:18]([S:21](Cl)(=[O:23])=[O:22])=[CH:17][CH:16]=1.[NH2:25][CH2:26][CH2:27][O:28][CH2:29][CH2:30][O:31][CH2:32][CH2:33][NH2:34].C(N(CC)CC)C. Given the product [NH2:25][CH2:26][CH2:27][O:28][CH2:29][CH2:30][O:31][CH2:32][CH2:33][NH:34][S:21]([C:18]1[CH:19]=[CH:20][C:15]([CH:6]2[C:5]3[C:10](=[C:11]([Cl:13])[CH:12]=[C:3]([Cl:2])[CH:4]=3)[CH2:9][N:8]([CH3:14])[CH2:7]2)=[CH:16][CH:17]=1)(=[O:23])=[O:22], predict the reactants needed to synthesize it. (2) Given the product [I:16][C:17]1[C:21]([CH2:22][N:23]([S:24]([C:27]2[CH:28]=[CH:29][C:30]([C:33]([F:34])([F:35])[F:36])=[CH:31][CH:32]=2)(=[O:25])=[O:26])[C:9](=[O:10])[O:11][C:12]([CH3:13])([CH3:14])[CH3:15])=[CH:20][N:19]([CH2:37][O:38][CH3:39])[N:18]=1, predict the reactants needed to synthesize it. The reactants are: [C:9](O[C:9]([O:11][C:12]([CH3:15])([CH3:14])[CH3:13])=[O:10])([O:11][C:12]([CH3:15])([CH3:14])[CH3:13])=[O:10].[I:16][C:17]1[C:21]([CH2:22][NH:23][S:24]([C:27]2[CH:32]=[CH:31][C:30]([C:33]([F:36])([F:35])[F:34])=[CH:29][CH:28]=2)(=[O:26])=[O:25])=[CH:20][N:19]([CH2:37][O:38][CH3:39])[N:18]=1. (3) Given the product [O:1]=[C:2]1[N:8]([CH:9]2[CH2:14][CH2:13][N:12]([C:15]([O:17][C@H:18]([CH2:34][C:35]3[CH:40]=[C:39]([CH3:41])[C:38]4[NH:42][C:50]([C:49]([F:53])([F:52])[F:48])=[N:43][C:37]=4[CH:36]=3)[C:19]([N:21]3[CH2:26][CH2:25][CH:24]([N:27]4[CH2:28][CH2:29][N:30]([CH3:33])[CH2:31][CH2:32]4)[CH2:23][CH2:22]3)=[O:20])=[O:16])[CH2:11][CH2:10]2)[CH2:7][CH2:6][C:5]2[CH:44]=[CH:45][CH:46]=[CH:47][C:4]=2[NH:3]1, predict the reactants needed to synthesize it. The reactants are: [O:1]=[C:2]1[N:8]([CH:9]2[CH2:14][CH2:13][N:12]([C:15]([O:17][C@H:18]([CH2:34][C:35]3[CH:40]=[C:39]([CH3:41])[C:38]([NH2:42])=[C:37]([NH2:43])[CH:36]=3)[C:19]([N:21]3[CH2:26][CH2:25][CH:24]([N:27]4[CH2:32][CH2:31][N:30]([CH3:33])[CH2:29][CH2:28]4)[CH2:23][CH2:22]3)=[O:20])=[O:16])[CH2:11][CH2:10]2)[CH2:7][CH2:6][C:5]2[CH:44]=[CH:45][CH:46]=[CH:47][C:4]=2[NH:3]1.[F:48][C:49]([F:53])([F:52])[CH:50]=O. (4) Given the product [CH3:1][O:2][C:3]([C:4]1[S:18][C:16]([CH3:17])=[N:19][C:5]=1[C:7]1[CH:12]=[CH:11][C:10]([F:13])=[CH:9][CH:8]=1)=[O:15], predict the reactants needed to synthesize it. The reactants are: [CH3:1][O:2][C:3](=[O:15])[CH:4](Cl)[C:5]([C:7]1[CH:12]=[CH:11][C:10]([F:13])=[CH:9][CH:8]=1)=O.[C:16]([NH2:19])(=[S:18])[CH3:17]. (5) Given the product [CH3:19][N:20]1[CH2:25][CH2:24][N:23]([C:2]2[C:11]3[CH2:10][CH2:9][CH:8]([C:12]4[CH:17]=[CH:16][CH:15]=[CH:14][CH:13]=4)[CH2:7][C:6]=3[N:5]=[C:4]([NH2:18])[N:3]=2)[CH2:22][CH2:21]1, predict the reactants needed to synthesize it. The reactants are: Cl[C:2]1[C:11]2[CH2:10][CH2:9][CH:8]([C:12]3[CH:17]=[CH:16][CH:15]=[CH:14][CH:13]=3)[CH2:7][C:6]=2[N:5]=[C:4]([NH2:18])[N:3]=1.[CH3:19][N:20]1[CH2:25][CH2:24][NH:23][CH2:22][CH2:21]1. (6) Given the product [C:8]([O:12][C:13]([NH:14][N:15]=[CH:4][CH:3]1[CH2:2][CH2:1]1)=[O:16])([CH3:11])([CH3:10])[CH3:9], predict the reactants needed to synthesize it. The reactants are: [CH2:1]1[CH:3]([CH:4](O)C#N)[CH2:2]1.[C:8]([O:12][C:13](=[O:16])[NH:14][NH2:15])([CH3:11])([CH3:10])[CH3:9].